Dataset: Reaction yield outcomes from USPTO patents with 853,638 reactions. Task: Predict the reaction yield, written as a fraction of the theoretical maximum amount of product (1.0 means a 100% yield; for example, 0.34 means a 34% yield). (1) The reactants are FC(F)(F)S(O[C:7]1[C:12]([C:13](=[O:15])[CH3:14])=[CH:11][C:10]([Cl:16])=[C:9]([CH3:17])[C:8]=1[C:18]#[N:19])(=O)=O.[F:22][C:23]1[CH:24]=[C:25](B(O)O)[CH:26]=[C:27]([F:29])[CH:28]=1.[Na].C([O-])(O)=O.[Na+].N#N. The catalyst is C1(C)C=CC=CC=1.O.C1C=CC([P]([Pd]([P](C2C=CC=CC=2)(C2C=CC=CC=2)C2C=CC=CC=2)([P](C2C=CC=CC=2)(C2C=CC=CC=2)C2C=CC=CC=2)[P](C2C=CC=CC=2)(C2C=CC=CC=2)C2C=CC=CC=2)(C2C=CC=CC=2)C2C=CC=CC=2)=CC=1. The product is [C:13]([C:12]1[CH:11]=[C:10]([Cl:16])[C:9]([CH3:17])=[C:8]([C:18]#[N:19])[C:7]=1[C:25]1[CH:24]=[C:23]([F:22])[CH:28]=[C:27]([F:29])[CH:26]=1)(=[O:15])[CH3:14]. The yield is 0.990. (2) The reactants are [CH:1]1([C:5]([O:7]CC)=O)[CH2:4][CH2:3][CH2:2]1.[CH3:10][C:11]([CH3:13])=[O:12]. The catalyst is CCOCC. The product is [CH:1]1([C:5](=[O:7])[CH2:10][C:11](=[O:12])[CH3:13])[CH2:2][CH2:3][CH2:4]1. The yield is 0.760. (3) The reactants are II.[C:3]([O:7][C:8]([NH:10][C@@H:11]([CH2:16]I)[C:12]([O:14][CH3:15])=[O:13])=[O:9])([CH3:6])([CH3:5])[CH3:4].Br[C:19]1[CH:24]=[CH:23][C:22]([C:25]2[N:26]=[C:27]([C:30]3[CH:35]=[CH:34][C:33]([O:36][CH2:37][CH2:38][CH2:39][CH2:40][CH2:41][CH2:42][CH3:43])=[CH:32][CH:31]=3)[S:28][CH:29]=2)=[CH:21][CH:20]=1.C(Cl)Cl. The catalyst is CN(C=O)C.[Zn].C1C=CC(/C=C/C(/C=C/C2C=CC=CC=2)=O)=CC=1.C1C=CC(/C=C/C(/C=C/C2C=CC=CC=2)=O)=CC=1.C1C=CC(/C=C/C(/C=C/C2C=CC=CC=2)=O)=CC=1.[Pd].[Pd].C1(P(C2CCCCC2)C2C=CC=CC=2C2C(OC)=CC=CC=2OC)CCCCC1. The product is [C:3]([O:7][C:8]([NH:10][C@@H:11]([CH2:16][C:19]1[CH:20]=[CH:21][C:22]([C:25]2[N:26]=[C:27]([C:30]3[CH:31]=[CH:32][C:33]([O:36][CH2:37][CH2:38][CH2:39][CH2:40][CH2:41][CH2:42][CH3:43])=[CH:34][CH:35]=3)[S:28][CH:29]=2)=[CH:23][CH:24]=1)[C:12]([O:14][CH3:15])=[O:13])=[O:9])([CH3:6])([CH3:5])[CH3:4]. The yield is 0.830. (4) The reactants are Cl.[NH2:2][C:3]1[CH:4]=[C:5]2[C:10](=[CH:11][CH:12]=1)[CH2:9][NH:8][CH2:7][CH2:6]2.C[N:14]([CH:16]=[O:17])C.[C:18]1([CH3:30])[CH:23]=[CH:22][C:21]([S:24]([N:27]=[C:28]=[O:29])(=[O:26])=[O:25])=[CH:20][CH:19]=1.Cl. The catalyst is C(N(CC)CC)C. The product is [CH3:30][C:18]1[CH:23]=[CH:22][C:21]([S:24]([NH:14][C:16]([N:8]2[CH2:7][CH2:6][C:5]3[C:10](=[CH:11][CH:12]=[C:3]([NH:2][C:28](=[O:29])[NH:27][S:24]([C:21]4[CH:20]=[CH:19][C:18]([CH3:30])=[CH:23][CH:22]=4)(=[O:25])=[O:26])[CH:4]=3)[CH2:9]2)=[O:17])(=[O:26])=[O:25])=[CH:20][CH:19]=1. The yield is 0.0700. (5) The reactants are [O:1]=[C:2]([N:12]1[CH2:17][CH2:16][CH:15]([C:18]2[N:22]=[C:21]([NH:23][C:24]3[C:29]([O:30][C:31]4[CH:36]=[CH:35][CH:34]=[CH:33][CH:32]=4)=[CH:28][C:27]([S:37][C:38]4[CH:43]=[CH:42][CH:41]=[CH:40][N:39]=4)=[CH:26][N:25]=3)[S:20][N:19]=2)[CH2:14][CH2:13]1)[CH2:3][NH:4]C(=O)OC(C)(C)C.[ClH:44]. The catalyst is C(Cl)Cl.CO.O1CCOCC1. The product is [ClH:44].[ClH:44].[NH2:4][CH2:3][C:2]([N:12]1[CH2:13][CH2:14][CH:15]([C:18]2[N:22]=[C:21]([NH:23][C:24]3[C:29]([O:30][C:31]4[CH:36]=[CH:35][CH:34]=[CH:33][CH:32]=4)=[CH:28][C:27]([S:37][C:38]4[CH:43]=[CH:42][CH:41]=[CH:40][N:39]=4)=[CH:26][N:25]=3)[S:20][N:19]=2)[CH2:16][CH2:17]1)=[O:1]. The yield is 0.780. (6) The catalyst is C(O)(=O)C.O. The yield is 0.150. The product is [CH3:5][N:6]1[C:14]2[C:9](=[CH:10][CH:11]=[CH:12][CH:13]=2)[CH2:8][CH2:7]1. The reactants are C([BH3-])#N.[Na+].[CH3:5][N:6]1[C:14]2[C:9](=[CH:10][CH:11]=[CH:12][CH:13]=2)[CH:8]=[CH:7]1. (7) The reactants are [F:1][C:2]1[CH:3]=[CH:4][C:5]2[N:9]=[C:8]([CH:10]3[CH2:15][CH2:14][O:13][CH2:12][CH2:11]3)[N:7]([C:16]3[C:24]4[O:23][CH2:22][C@@H:21]([NH:25][C:26]5[CH:38]=[CH:37][C:29]6[C@H:30]([CH2:33][C:34]([OH:36])=[O:35])[CH2:31][O:32][C:28]=6[CH:27]=5)[C:20]=4[CH:19]=[CH:18][CH:17]=3)[C:6]=2[CH:39]=1.[OH-].[Na+:41].C(#N)C. The catalyst is O. The product is [F:1][C:2]1[CH:3]=[CH:4][C:5]2[N:9]=[C:8]([CH:10]3[CH2:15][CH2:14][O:13][CH2:12][CH2:11]3)[N:7]([C:16]3[C:24]4[O:23][CH2:22][C@@H:21]([NH:25][C:26]5[CH:38]=[CH:37][C:29]6[C@H:30]([CH2:33][C:34]([O-:36])=[O:35])[CH2:31][O:32][C:28]=6[CH:27]=5)[C:20]=4[CH:19]=[CH:18][CH:17]=3)[C:6]=2[CH:39]=1.[Na+:41]. The yield is 0.860. (8) The reactants are [F:1][C:2]([F:20])([F:19])[O:3][C:4]1[CH:9]=[CH:8][C:7]([C:10]2[O:14][N:13]=[C:12]([C:15](OC)=[O:16])[CH:11]=2)=[CH:6][CH:5]=1.[NH2:21][NH2:22].O. The catalyst is CCO. The product is [F:1][C:2]([F:20])([F:19])[O:3][C:4]1[CH:9]=[CH:8][C:7]([C:10]2[O:14][N:13]=[C:12]([C:15]([NH:21][NH2:22])=[O:16])[CH:11]=2)=[CH:6][CH:5]=1. The yield is 0.678. (9) The reactants are [CH3:1][C:2]([CH3:30])([CH3:29])[CH2:3][CH2:4][N:5]1[C:10](=[O:11])[C:9]([C:12]2[NH:17][C:16]3[CH:18]=[CH:19][C:20](I)=[CH:21][C:15]=3[S:14](=[O:24])(=[O:23])[N:13]=2)=[C:8]([OH:25])[C:7]2=[CH:26][CH:27]=[CH:28][N:6]12.[O-]P(OP(OP([O-])([O-])=O)([O-])=O)(=O)[O-].[K+].[K+].[K+].[K+].[K+].N(CC(O)=O)C.[CH3:55][S:56]([NH2:59])(=[O:58])=[O:57]. The catalyst is [Cu]I.CN(C)C=O. The product is [CH3:1][C:2]([CH3:30])([CH3:29])[CH2:3][CH2:4][N:5]1[C:10](=[O:11])[C:9]([C:12]2[NH:17][C:16]3[CH:18]=[CH:19][C:20]([NH:59][S:56]([CH3:55])(=[O:58])=[O:57])=[CH:21][C:15]=3[S:14](=[O:24])(=[O:23])[N:13]=2)=[C:8]([OH:25])[C:7]2=[CH:26][CH:27]=[CH:28][N:6]12. The yield is 0.510.